This data is from Full USPTO retrosynthesis dataset with 1.9M reactions from patents (1976-2016). The task is: Predict the reactants needed to synthesize the given product. (1) Given the product [C:3]([CH2:5][C:6]1[CH:7]=[C:8]([CH:13]=[CH:14][CH:15]=1)[C:9]([OH:11])=[O:10])#[N:4], predict the reactants needed to synthesize it. The reactants are: [OH-].[Li+].[C:3]([CH2:5][C:6]1[CH:7]=[C:8]([CH:13]=[CH:14][CH:15]=1)[C:9]([O:11]C)=[O:10])#[N:4]. (2) The reactants are: [CH:1]([C:4]1[CH:9]=[CH:8][CH:7]=[CH:6][C:5]=1[OH:10])([CH3:3])[CH3:2].C(OC(C)(C)C)(C)(C)C.[K].O.[C:22]([O:26][C:27](=[O:30])[CH:28]=[CH2:29])([CH3:25])([CH3:24])[CH3:23]. Given the product [CH:1]([C:4]1[CH:9]=[CH:8][CH:7]=[CH:6][C:5]=1[O:10][CH2:29][CH2:28][C:27]([O:26][C:22]([CH3:25])([CH3:24])[CH3:23])=[O:30])([CH3:3])[CH3:2], predict the reactants needed to synthesize it. (3) Given the product [CH:19]1([CH2:22][NH:14][CH2:13][CH2:12][N:9]2[CH2:8][CH2:7][CH:6]([O:5][C:4]3[CH:15]=[CH:16][C:17]([F:18])=[C:2]([F:1])[CH:3]=3)[CH2:11][CH2:10]2)[CH2:21][CH2:20]1, predict the reactants needed to synthesize it. The reactants are: [F:1][C:2]1[CH:3]=[C:4]([CH:15]=[CH:16][C:17]=1[F:18])[O:5][CH:6]1[CH2:11][CH2:10][N:9]([CH2:12][CH2:13][NH2:14])[CH2:8][CH2:7]1.[CH:19]1([CH:22]=O)[CH2:21][CH2:20]1. (4) Given the product [NH2:22][C:20]1[N:21]=[C:4]([OH:5])[CH:3]=[C:2]([C:9]2[CH:14]=[CH:13][N:12]=[CH:11][CH:10]=2)[N:19]=1, predict the reactants needed to synthesize it. The reactants are: O=[C:2]([C:9]1[CH:14]=[CH:13][N:12]=[CH:11][CH:10]=1)[CH2:3][C:4](OCC)=[O:5].C(=O)([O-])[O-].[NH2:19][C:20]([NH2:22])=[NH2+:21].[NH2:19][C:20]([NH2:22])=[NH2+:21].Cl. (5) Given the product [Si:1]([O:8][C@@H:9]1[C@@:26]2([CH3:27])[C:13](=[CH:14][CH:15]=[C:16]3[C@@H:25]2[CH2:24][CH2:23][C@@:21]2([CH3:22])[C@H:17]3[CH2:18][CH:19]=[C:20]2[CH2:28][O:29][CH2:39][CH2:40][CH2:41][CH2:42][C:43]([O:46][Si:47]([CH2:52][CH3:53])([CH2:48][CH3:49])[CH2:50][CH3:51])([CH3:45])[CH3:44])[CH2:12][C@@H:11]([O:30][Si:31]([C:34]([CH3:37])([CH3:36])[CH3:35])([CH3:32])[CH3:33])[CH2:10]1)([C:4]([CH3:7])([CH3:6])[CH3:5])([CH3:3])[CH3:2], predict the reactants needed to synthesize it. The reactants are: [Si:1]([O:8][C@@H:9]1[C@@:26]2([CH3:27])[C:13](=[CH:14][CH:15]=[C:16]3[C@@H:25]2[CH2:24][CH2:23][C@@:21]2([CH3:22])[C@H:17]3[CH2:18][CH:19]=[C:20]2[CH2:28][OH:29])[CH2:12][C@@H:11]([O:30][Si:31]([C:34]([CH3:37])([CH3:36])[CH3:35])([CH3:33])[CH3:32])[CH2:10]1)([C:4]([CH3:7])([CH3:6])[CH3:5])([CH3:3])[CH3:2].Br[CH2:39][CH2:40][CH2:41][CH2:42][C:43]([O:46][Si:47]([CH2:52][CH3:53])([CH2:50][CH3:51])[CH2:48][CH3:49])([CH3:45])[CH3:44].[H-].[Na+].C1OCCOCCOCCOCCOC1. (6) Given the product [CH:18]12[CH2:26][CH:22]3[CH2:21][CH:20]([CH2:25][CH:24]([CH2:23]3)[CH:17]1[NH:16][C:15](=[O:27])[CH2:14][N:11]1[CH2:12][CH2:13][NH:8][CH2:9][CH2:10]1)[CH2:19]2, predict the reactants needed to synthesize it. The reactants are: C(OC([N:8]1[CH2:13][CH2:12][N:11]([CH2:14][C:15](=[O:27])[NH:16][CH:17]2[CH:24]3[CH2:25][CH:20]4[CH2:21][CH:22]([CH2:26][CH:18]2[CH2:19]4)[CH2:23]3)[CH2:10][CH2:9]1)=O)(C)(C)C.C(O)(C(F)(F)F)=O. (7) Given the product [NH2:1][C:2]1[C:11]([C:23]2[CH:24]=[CH:25][CH:26]=[CH:27][C:22]=2[O:21][CH2:14][C:15]2[CH:16]=[CH:17][CH:18]=[CH:19][CH:20]=2)=[N:10][C:9]([Br:13])=[CH:8][C:3]=1[C:4]([O:6][CH3:7])=[O:5], predict the reactants needed to synthesize it. The reactants are: [NH2:1][C:2]1[C:11](Br)=[N:10][C:9]([Br:13])=[CH:8][C:3]=1[C:4]([O:6][CH3:7])=[O:5].[CH2:14]([O:21][C:22]1[CH:27]=[CH:26][CH:25]=[CH:24][C:23]=1B(O)O)[C:15]1[CH:20]=[CH:19][CH:18]=[CH:17][CH:16]=1.C([O-])([O-])=O.[Na+].[Na+]. (8) Given the product [N:1]1[CH:6]=[CH:5][CH:4]=[CH:3][C:2]=1[C:7]1[N:31]=[C:10]([CH2:12][N:13]([CH2:26][C:27]([F:30])([F:29])[F:28])[C:14]2[CH:21]=[CH:20][C:17]([C:18]#[N:19])=[C:16]([C:22]([F:25])([F:24])[F:23])[CH:15]=2)[NH:9][N:8]=1, predict the reactants needed to synthesize it. The reactants are: [N:1]1[CH:6]=[CH:5][CH:4]=[CH:3][C:2]=1[C:7]1O[C:10]([CH2:12][N:13]([CH2:26][C:27]([F:30])([F:29])[F:28])[C:14]2[CH:21]=[CH:20][C:17]([C:18]#[N:19])=[C:16]([C:22]([F:25])([F:24])[F:23])[CH:15]=2)=[N:9][N:8]=1.[NH3:31].CO.[Mg+2].[Cl-].[Cl-]. (9) Given the product [C:6]([OH:15])(=[O:14])[C:7]1[CH:2]=[CH:1][C:10]([C:11]([OH:13])=[O:12])=[CH:9][CH:8]=1.[C:6]([OH:15])(=[O:14])[CH2:7][CH2:8][CH2:9][CH2:10][C:11]([OH:13])=[O:12], predict the reactants needed to synthesize it. The reactants are: [CH2:1](O)[CH:2](O)C.[C:6]([OH:15])(=[O:14])[CH2:7][CH2:8][CH2:9][CH2:10][C:11]([OH:13])=[O:12].